Dataset: hERG Central: cardiac toxicity at 1µM, 10µM, and general inhibition. Task: Predict hERG channel inhibition at various concentrations. The drug is Nn1c(SCC(=O)N2CCN(S(=O)(=O)c3ccc(Cl)cc3)CC2)nnc1-c1cccs1. Results: hERG_inhib (hERG inhibition (general)): blocker.